Dataset: Full USPTO retrosynthesis dataset with 1.9M reactions from patents (1976-2016). Task: Predict the reactants needed to synthesize the given product. (1) Given the product [C:19]([O:23][C:24]([N:26]1[CH2:31][CH2:30][N:29]([C:2]2[CH:11]=[CH:10][C:9]3[C:4](=[CH:5][CH:6]=[C:7]([OH:12])[CH:8]=3)[N:3]=2)[CH2:28][CH2:27]1)=[O:25])([CH3:22])([CH3:20])[CH3:21], predict the reactants needed to synthesize it. The reactants are: Cl[C:2]1[CH:11]=[CH:10][C:9]2[C:4](=[CH:5][CH:6]=[C:7]([O:12]C3CCCCO3)[CH:8]=2)[N:3]=1.[C:19]([O:23][C:24]([N:26]1[CH2:31][CH2:30][NH:29][CH2:28][CH2:27]1)=[O:25])([CH3:22])([CH3:21])[CH3:20].C(=O)([O-])O.[Na+]. (2) Given the product [CH2:29]([O:36][C:37]1[C:42]([N:47]2[CH2:46][CH2:45][N:44]([C:50]([O:52][CH2:53][C:54]3[CH:59]=[CH:58][CH:57]=[CH:56][CH:55]=3)=[O:51])[CH2:49][CH2:48]2)=[CH:41][CH:40]=[CH:39][N:38]=1)[C:30]1[CH:35]=[CH:34][CH:33]=[CH:32][CH:31]=1, predict the reactants needed to synthesize it. The reactants are: C1(P(C2CCCCC2)C2C=CC=CC=2C2C(N(C)C)=CC=CC=2)CCCCC1.[CH2:29]([O:36][C:37]1[C:42](Br)=[CH:41][CH:40]=[CH:39][N:38]=1)[C:30]1[CH:35]=[CH:34][CH:33]=[CH:32][CH:31]=1.[N:44]1([C:50]([O:52][CH2:53][C:54]2[CH:59]=[CH:58][CH:57]=[CH:56][CH:55]=2)=[O:51])[CH2:49][CH2:48][NH:47][CH2:46][CH2:45]1.CC(C)([O-])C.[Na+]. (3) Given the product [OH:1][C:2]1[C:3]([CH2:27][CH2:28][CH3:29])=[C:4]([C:17]([CH2:24][CH2:25][CH3:26])=[CH:18][C:19]=1[C:20](=[O:23])[CH2:21][CH3:22])[O:5][CH:6]([C:11]1[CH:16]=[CH:15][CH:14]=[CH:13][CH:12]=1)[C:7]([OH:9])=[O:8], predict the reactants needed to synthesize it. The reactants are: [OH:1][C:2]1[C:3]([CH2:27][CH2:28][CH3:29])=[C:4]([C:17]([CH2:24][CH2:25][CH3:26])=[CH:18][C:19]=1[C:20](=[O:23])[CH2:21][CH3:22])[O:5][CH:6]([C:11]1[CH:16]=[CH:15][CH:14]=[CH:13][CH:12]=1)[C:7]([O:9]C)=[O:8].[OH-].[Na+]. (4) Given the product [CH:33]12[CH2:40][CH:39]3[CH2:38][CH:37]([CH2:36][CH:35]([CH2:41]3)[CH:34]1[NH:43][C:44](=[O:50])[C@H:45]1[CH2:49][CH2:48][CH2:47][N:46]1[CH2:8][CH2:7][N:1]1[CH2:2][CH2:3][CH2:4][CH2:5][CH2:6]1)[CH2:42]2, predict the reactants needed to synthesize it. The reactants are: [N:1]1([CH2:7][CH2:8]O)[CH2:6][CH2:5][CH2:4][CH2:3][CH2:2]1.C(N(CC)CC)C.CS(Cl)(=O)=O.[Na+].[I-].C(N(C(C)C)CC)(C)C.[CH:33]12[CH2:42][CH:37]3[CH2:38][CH:39]([CH2:41][CH:35]([CH2:36]3)[CH:34]1[NH:43][C:44](=[O:50])[C@H:45]1[CH2:49][CH2:48][CH2:47][NH:46]1)[CH2:40]2.